Dataset: Catalyst prediction with 721,799 reactions and 888 catalyst types from USPTO. Task: Predict which catalyst facilitates the given reaction. (1) Reactant: [Cl:1][C:2]1[CH:3]=[CH:4][C:5]([F:31])=[C:6]([C:8]2[CH:13]=[C:12]([NH:14][C:15]3[C:16]4[C:17](=[CH:21][N:22]([CH2:24][CH:25]5[CH2:30][CH2:29][NH:28][CH2:27][CH2:26]5)[N:23]=4)[N:18]=[CH:19][CH:20]=3)[CH:11]=[CH:10][N:9]=2)[CH:7]=1.C(N(CC)C(C)C)(C)C.[CH2:41]([N:43]=[C:44]=[O:45])[CH3:42]. Product: [Cl:1][C:2]1[CH:3]=[CH:4][C:5]([F:31])=[C:6]([C:8]2[CH:13]=[C:12]([NH:14][C:15]3[C:16]4[C:17](=[CH:21][N:22]([CH2:24][CH:25]5[CH2:30][CH2:29][N:28]([C:44]([NH:43][CH2:41][CH3:42])=[O:45])[CH2:27][CH2:26]5)[N:23]=4)[N:18]=[CH:19][CH:20]=3)[CH:11]=[CH:10][N:9]=2)[CH:7]=1. The catalyst class is: 4. (2) Reactant: [CH3:1][O:2][C:3](=[O:21])[CH:4]([C:9]1[C:14]([S:15][CH3:16])=[C:13]([O:17]C)[N:12]=[C:11]([O:19]C)[N:10]=1)C(OC)=O.Cl. Product: [CH3:1][O:2][C:3](=[O:21])[CH2:4][C:9]1[C:14]([S:15][CH3:16])=[C:13]([OH:17])[N:12]=[C:11]([OH:19])[N:10]=1. The catalyst class is: 5. (3) Reactant: [NH2:1][C:2]1[CH:3]=[CH:4][C:5]([CH3:22])=[C:6]([C:8]2[CH:9]=[C:10]([N:16]3[CH2:21][CH2:20][O:19][CH2:18][CH2:17]3)[C:11](=[O:15])[N:12]([CH3:14])[CH:13]=2)[CH:7]=1.[C:23]([O:27][C:28]([NH:30][C:31]([C:34]1[CH:35]=[C:36]([CH:40]=[C:41]([C:43]([F:46])([F:45])[F:44])[CH:42]=1)[C:37](O)=[O:38])([CH3:33])[CH3:32])=[O:29])([CH3:26])([CH3:25])[CH3:24].C(Cl)CCl.C1C=NC2N(O)N=NC=2C=1. Product: [C:23]([O:27][C:28](=[O:29])[NH:30][C:31]([C:34]1[CH:42]=[C:41]([C:43]([F:46])([F:45])[F:44])[CH:40]=[C:36]([C:37](=[O:38])[NH:1][C:2]2[CH:3]=[CH:4][C:5]([CH3:22])=[C:6]([C:8]3[CH:9]=[C:10]([N:16]4[CH2:17][CH2:18][O:19][CH2:20][CH2:21]4)[C:11](=[O:15])[N:12]([CH3:14])[CH:13]=3)[CH:7]=2)[CH:35]=1)([CH3:33])[CH3:32])([CH3:24])([CH3:25])[CH3:26]. The catalyst class is: 3.